Dataset: Full USPTO retrosynthesis dataset with 1.9M reactions from patents (1976-2016). Task: Predict the reactants needed to synthesize the given product. Given the product [C:6]([C@@H:4]([C@H:2]([C:1]([OH:10])=[O:9])[OH:3])[OH:5])([OH:8])=[O:7].[N:11]1[C:20]2[C:15](=[CH:16][CH:17]=[CH:18][C:19]=2[NH:21][C:22]([C@@H:24]2[CH2:28][CH2:27][CH2:26][N:25]2[CH3:29])=[O:23])[CH:14]=[CH:13][CH:12]=1, predict the reactants needed to synthesize it. The reactants are: [C:1]([OH:10])(=[O:9])[C@@H:2]([C@H:4]([C:6]([OH:8])=[O:7])[OH:5])[OH:3].[N:11]1[C:20]2[C:15](=[CH:16][CH:17]=[CH:18][C:19]=2[NH:21][C:22]([C@@H:24]2[CH2:28][CH2:27][CH2:26][N:25]2[CH3:29])=[O:23])[CH:14]=[CH:13][CH:12]=1.